Dataset: Catalyst prediction with 721,799 reactions and 888 catalyst types from USPTO. Task: Predict which catalyst facilitates the given reaction. Reactant: [CH2:1]=O.[NH2:3][C:4]1[N:9]=[CH:8][C:7]([C:10]2[CH:11]=[N:12][N:13]([CH:15]3[CH2:19][NH:18][CH:17]([C:20]([NH:22][CH3:23])=[O:21])[CH2:16]3)[CH:14]=2)=[CH:6][C:5]=1[C:24]1[O:25][C:26]2[CH:32]=[CH:31][CH:30]=[CH:29][C:27]=2[N:28]=1.[Na].N. Product: [NH2:3][C:4]1[N:9]=[CH:8][C:7]([C:10]2[CH:11]=[N:12][N:13]([C@H:15]3[CH2:19][N:18]([CH3:1])[C@H:17]([C:20]([NH:22][CH3:23])=[O:21])[CH2:16]3)[CH:14]=2)=[CH:6][C:5]=1[C:24]1[O:25][C:26]2[CH:32]=[CH:31][CH:30]=[CH:29][C:27]=2[N:28]=1. The catalyst class is: 138.